This data is from Full USPTO retrosynthesis dataset with 1.9M reactions from patents (1976-2016). The task is: Predict the reactants needed to synthesize the given product. (1) The reactants are: C[O:2][C:3]([CH2:5][C:6]1[CH:11]=[CH:10][C:9]([CH:12]2[CH2:17][CH2:16][N:15]([C:18]([O:20][C:21]([CH3:24])([CH3:23])[CH3:22])=[O:19])[CH2:14][CH:13]2[O:25][CH2:26][C:27]2[CH:36]=[CH:35][C:34]3[C:29](=[CH:30][CH:31]=[CH:32][CH:33]=3)[CH:28]=2)=[CH:8][CH:7]=1)=O.O.[NH2:38][NH2:39]. Given the product [NH:38]([C:3]([CH2:5][C:6]1[CH:7]=[CH:8][C:9]([CH:12]2[CH2:17][CH2:16][N:15]([C:18]([O:20][C:21]([CH3:24])([CH3:23])[CH3:22])=[O:19])[CH2:14][CH:13]2[O:25][CH2:26][C:27]2[CH:36]=[CH:35][C:34]3[C:29](=[CH:30][CH:31]=[CH:32][CH:33]=3)[CH:28]=2)=[CH:10][CH:11]=1)=[O:2])[NH2:39], predict the reactants needed to synthesize it. (2) Given the product [NH2:23][CH2:22][C:20]([NH:19][C:15]1[CH:14]=[C:13]([CH:18]=[CH:17][CH:16]=1)[CH2:12][NH:11][C:10]([NH:9][CH2:8][CH2:7][C:1]1[CH:6]=[CH:5][CH:4]=[CH:3][CH:2]=1)=[S:31])=[O:21], predict the reactants needed to synthesize it. The reactants are: [C:1]1([CH2:7][CH2:8][NH:9][C:10](=[S:31])[NH:11][CH2:12][C:13]2[CH:14]=[C:15]([NH:19][C:20]([CH2:22][NH:23]C(=O)OC(C)(C)C)=[O:21])[CH:16]=[CH:17][CH:18]=2)[CH:6]=[CH:5][CH:4]=[CH:3][CH:2]=1.Cl.O1CCOCC1. (3) The reactants are: [Cl:1][C:2]1[CH:10]=[CH:9][C:8]2[N:7](S(C3C=CC(C)=CC=3)(=O)=O)[C:6]3[C:21]([C:29]([F:32])([F:31])[F:30])([O:24][Si](C)(C)C)[CH2:22][CH2:23][C:5]=3[C:4]=2[C:3]=1[Cl:33].[OH-].[K+]. Given the product [Cl:1][C:2]1[CH:10]=[CH:9][C:8]2[NH:7][C:6]3[C:21]([C:29]([F:31])([F:30])[F:32])([OH:24])[CH2:22][CH2:23][C:5]=3[C:4]=2[C:3]=1[Cl:33], predict the reactants needed to synthesize it. (4) Given the product [Br:1][C:2]1[CH:7]=[CH:6][C:5](/[C:8](=[N:22]\[O:23][CH2:24][CH3:25])/[CH:9]2[CH2:10][CH2:11][N:12]([C:15]3([CH3:21])[CH2:20][CH2:19][N:18]([C:37]([C:32]4[CH:33]=[CH:34][CH:35]=[C:36]5[C:31]=4[N:30]=[CH:29][CH:28]=[C:27]5[Cl:26])=[O:38])[CH2:17][CH2:16]3)[CH2:13][CH2:14]2)=[CH:4][CH:3]=1, predict the reactants needed to synthesize it. The reactants are: [Br:1][C:2]1[CH:7]=[CH:6][C:5](/[C:8](=[N:22]\[O:23][CH2:24][CH3:25])/[CH:9]2[CH2:14][CH2:13][N:12]([C:15]3([CH3:21])[CH2:20][CH2:19][NH:18][CH2:17][CH2:16]3)[CH2:11][CH2:10]2)=[CH:4][CH:3]=1.[Cl:26][C:27]1[C:36]2[C:31](=[C:32]([C:37](O)=[O:38])[CH:33]=[CH:34][CH:35]=2)[N:30]=[CH:29][CH:28]=1.CCN(CC)CC.CN(C(ON1N=NC2C=CC=NC1=2)=[N+](C)C)C.F[P-](F)(F)(F)(F)F. (5) Given the product [O:4]1[C:12]2[CH:11]=[CH:10][N:9]=[C:8]([N:13]3[CH2:18][CH2:17][N:16]([CH2:19][CH2:20][C@H:21]4[CH2:26][CH2:25][C@H:24]([NH:27][C:31](=[O:32])[CH2:30][C:29]([OH:28])([CH3:35])[CH3:34])[CH2:23][CH2:22]4)[CH2:15][CH2:14]3)[C:7]=2[CH2:6][CH2:5]1, predict the reactants needed to synthesize it. The reactants are: Cl.Cl.Cl.[O:4]1[C:12]2[CH:11]=[CH:10][N:9]=[C:8]([N:13]3[CH2:18][CH2:17][N:16]([CH2:19][CH2:20][C@H:21]4[CH2:26][CH2:25][C@H:24]([NH2:27])[CH2:23][CH2:22]4)[CH2:15][CH2:14]3)[C:7]=2[CH2:6][CH2:5]1.[OH:28][C:29]([CH3:35])([CH3:34])[CH2:30][C:31](O)=[O:32]. (6) Given the product [C:28]1([C:49]2[CH:50]=[CH:51][CH:52]=[CH:53][CH:54]=2)[CH:29]=[CH:30][C:31]([C:34]2[CH:35]=[C:36]([C:45]([OH:47])=[O:46])[C:37](=[O:44])[N:38]([CH2:40][CH:41]([CH3:43])[CH3:42])[N:39]=2)=[CH:32][CH:33]=1, predict the reactants needed to synthesize it. The reactants are: C(N1C(=O)C(COS(C)(=O)=O)=CC(C2C=CC(C(F)(F)F)=CC=2)=N1)C(C)C.[C:28]1([C:49]2[CH:54]=[CH:53][CH:52]=[CH:51][CH:50]=2)[CH:33]=[CH:32][C:31]([C:34]2[CH:35]=[C:36]([C:45]([O:47]C)=[O:46])[C:37](=[O:44])[N:38]([CH2:40][CH:41]([CH3:43])[CH3:42])[N:39]=2)=[CH:30][CH:29]=1.